From a dataset of Forward reaction prediction with 1.9M reactions from USPTO patents (1976-2016). Predict the product of the given reaction. Given the reactants Br[C:2]1[CH:3]([CH2:7][CH2:8][OH:9])[CH2:4][CH2:5][CH:6]=1.[F:10][C:11]1[CH:16]=[CH:15][CH:14]=[CH:13][C:12]=1B(O)O, predict the reaction product. The product is: [F:10][C:11]1[CH:16]=[CH:15][CH:14]=[CH:13][C:12]=1[C:2]1[CH:3]([CH2:7][CH2:8][OH:9])[CH2:4][CH2:5][CH:6]=1.